Dataset: Full USPTO retrosynthesis dataset with 1.9M reactions from patents (1976-2016). Task: Predict the reactants needed to synthesize the given product. (1) Given the product [Cl:14][C:10]1[CH:9]=[C:8]([NH:7][C:4]2[C:3]([C:15]#[N:16])=[C:2]([NH:1][CH2:24][C:23]3[CH:26]=[CH:27][C:20]([O:19][CH:18]([F:17])[F:29])=[C:21]([OH:28])[CH:22]=3)[NH:6][N:5]=2)[CH:13]=[CH:12][CH:11]=1, predict the reactants needed to synthesize it. The reactants are: [NH2:1][C:2]1[NH:6][N:5]=[C:4]([NH:7][C:8]2[CH:13]=[CH:12][CH:11]=[C:10]([Cl:14])[CH:9]=2)[C:3]=1[C:15]#[N:16].[F:17][CH:18]([F:29])[O:19][C:20]1[CH:27]=[CH:26][C:23]([CH:24]=O)=[CH:22][C:21]=1[OH:28].N1CCCCC1.[BH4-].[Na+]. (2) Given the product [CH3:9][O:8][C:7]1[CH:10]=[CH:11][C:3]([CH:2]=[O:1])=[CH:4][C:5]=1[O:6][CH2:12][CH2:13][CH3:14], predict the reactants needed to synthesize it. The reactants are: [O:1]=[CH:2][C:3]1[CH:11]=[CH:10][C:7]([O:8][CH3:9])=[C:5]([OH:6])[CH:4]=1.[CH2:12](I)[CH2:13][CH3:14].C([O-])([O-])=O.[K+].[K+].